From a dataset of Forward reaction prediction with 1.9M reactions from USPTO patents (1976-2016). Predict the product of the given reaction. (1) Given the reactants C(=O)=O.N#N.[C:6]1([S:12]([N:15]2[C:19]3=[CH:20][N:21]=[C:22]([C:32]([O:34][CH3:35])=[O:33])[C:23](OS(C(F)(F)F)(=O)=O)=[C:18]3[CH:17]=[CH:16]2)(=[O:14])=[O:13])[CH:11]=[CH:10][CH:9]=[CH:8][CH:7]=1.P(C(C)(C)C)(C(C)(C)C)C(C)(C)C.[H+].[B-](F)(F)(F)F.[Li+].[Cl-].[CH:57]([O:59][CH2:60][CH2:61][CH2:62][CH3:63])=[CH2:58].C1(C(N)C2CCCCC2)CCCCC1, predict the reaction product. The product is: [CH2:60]([O:59]/[CH:57]=[CH:58]/[C:23]1[C:22]([C:32]([O:34][CH3:35])=[O:33])=[N:21][CH:20]=[C:19]2[N:15]([S:12]([C:6]3[CH:7]=[CH:8][CH:9]=[CH:10][CH:11]=3)(=[O:13])=[O:14])[CH:16]=[CH:17][C:18]=12)[CH2:61][CH2:62][CH3:63]. (2) Given the reactants [NH:1]1[CH2:6][CH2:5][CH2:4][CH2:3][CH2:2]1.Br[CH2:8][CH2:9][C:10]#[CH:11].C([O-])([O-])=O.[K+].[K+], predict the reaction product. The product is: [CH2:11]([N:1]1[CH2:6][CH2:5][CH2:4][CH2:3][CH2:2]1)[CH2:10][C:9]#[CH:8]. (3) Given the reactants [Br:1][C:2]1[CH:7]=[CH:6][C:5]([C:8]2[O:12][N:11]=[C:10]([CH3:13])[C:9]=2[CH:14]=O)=[CH:4][CH:3]=1.[NH2:16][CH2:17][CH:18]([C:20]1[CH:25]=[CH:24][CH:23]=[CH:22][CH:21]=1)[OH:19], predict the reaction product. The product is: [Br:1][C:2]1[CH:3]=[CH:4][C:5]([C:8]2[O:12][N:11]=[C:10]([CH3:13])[C:9]=2[CH2:14][NH:16][CH2:17][CH:18]([C:20]2[CH:25]=[CH:24][CH:23]=[CH:22][CH:21]=2)[OH:19])=[CH:6][CH:7]=1. (4) Given the reactants [Cl:1][C:2]1[CH:7]=[CH:6][N:5]=[C:4]([CH2:8]O)[CH:3]=1.S(Cl)([Cl:12])=O.C(=O)([O-])O.[Na+], predict the reaction product. The product is: [Cl:1][C:2]1[CH:7]=[CH:6][N:5]=[C:4]([CH2:8][Cl:12])[CH:3]=1. (5) Given the reactants C[O:2][C:3]1[CH:4]=[C:5]2[C:10](=[CH:11][CH:12]=1)[C:9]([O:13][C:14]1[CH:19]=[CH:18][C:17]([O:20][CH2:21][CH2:22][N:23]3[CH2:28][CH2:27][CH2:26][CH2:25][CH2:24]3)=[CH:16][CH:15]=1)=[C:8]([C:29]1[CH:34]=[CH:33][C:32]([S:35]([NH:38][CH3:39])(=[O:37])=[O:36])=[CH:31][CH:30]=1)[CH:7]=[CH:6]2.[ClH:40].C(OCC)C.B(Br)(Br)Br, predict the reaction product. The product is: [ClH:40].[OH:2][C:3]1[CH:4]=[C:5]2[C:10](=[CH:11][CH:12]=1)[C:9]([O:13][C:14]1[CH:19]=[CH:18][C:17]([O:20][CH2:21][CH2:22][N:23]3[CH2:24][CH2:25][CH2:26][CH2:27][CH2:28]3)=[CH:16][CH:15]=1)=[C:8]([C:29]1[CH:30]=[CH:31][C:32]([S:35]([NH:38][CH3:39])(=[O:36])=[O:37])=[CH:33][CH:34]=1)[CH:7]=[CH:6]2. (6) The product is: [Br:1][C:2]1[CH:3]=[CH:4][C:5](/[CH:8]=[CH:9]/[C:10]([NH:42][C:43]2[CH:44]=[C:45]3[C:49](=[CH:50][CH:51]=2)[N:48]([CH2:52][C:53]([C:61]2[CH:66]=[CH:65][C:64]([F:67])=[CH:63][C:62]=2[F:68])([OH:60])[CH2:54][N:55]2[CH:59]=[N:58][CH:57]=[N:56]2)[N:47]=[CH:46]3)=[O:12])=[CH:6][CH:7]=1. Given the reactants [Br:1][C:2]1[CH:7]=[CH:6][C:5](/[CH:8]=[CH:9]/[C:10]([OH:12])=O)=[CH:4][CH:3]=1.ON1C2C=CC=CC=2N=N1.Cl.CN(C)CCCN=C=NCC.C(N(CC)CC)C.[NH2:42][C:43]1[CH:44]=[C:45]2[C:49](=[CH:50][CH:51]=1)[N:48]([CH2:52][C:53]([C:61]1[CH:66]=[CH:65][C:64]([F:67])=[CH:63][C:62]=1[F:68])([OH:60])[CH2:54][N:55]1[CH:59]=[N:58][CH:57]=[N:56]1)[N:47]=[CH:46]2, predict the reaction product. (7) Given the reactants [CH3:1][C:2]([C:4]1[CH:9]=[CH:8][CH:7]=[CH:6][CH:5]=1)=[CH2:3].[CH2:10]1[C:18]2[C:13](=[CH:14][CH:15]=[CH:16][CH:17]=2)[CH:12]=[CH:11]1.C(=O)=O.[OH-].[Na+], predict the reaction product. The product is: [CH3:3][C:2]([C:4]1[CH:9]=[CH:8][CH:7]=[CH:6][CH:5]=1)=[CH2:1].[CH2:10]1[C:18]2[C:13](=[CH:14][CH:15]=[CH:16][CH:17]=2)[CH:12]=[CH:11]1.